Dataset: Full USPTO retrosynthesis dataset with 1.9M reactions from patents (1976-2016). Task: Predict the reactants needed to synthesize the given product. Given the product [Cl:1][C:2]1[CH:3]=[C:4]([NH:9][C:10]2[N:11]=[CH:12][N:13]=[C:14]3[C:15]=2[C:16]2[CH:24]=[CH:23][C:22]4[C:18](=[CH:19][N:20]([CH2:25][CH2:26][OH:27])[N:21]=4)[C:17]=2[S:28]3)[CH:5]=[CH:6][C:7]=1[F:8], predict the reactants needed to synthesize it. The reactants are: [Cl:1][C:2]1[CH:3]=[C:4]([NH:9][C:10]2[C:15]3[C:16]4[CH2:24][CH2:23][C:22]5[C:18](=[CH:19][N:20]([CH2:25][CH2:26][OH:27])[N:21]=5)[C:17]=4[S:28][C:14]=3[N:13]=[CH:12][N:11]=2)[CH:5]=[CH:6][C:7]=1[F:8].ClC1C(=O)C(C#N)=C(C#N)C(=O)C=1Cl.